Dataset: Forward reaction prediction with 1.9M reactions from USPTO patents (1976-2016). Task: Predict the product of the given reaction. (1) The product is: [NH2:24][C:19]1[C:3]([NH:4][C:5]2[S:9][C:8]3[CH:10]=[CH:11][CH:12]=[CH:13][C:7]=3[C:6]=2[C:14]([O:16][CH2:17][CH3:18])=[O:15])=[C:2]([Cl:1])[C:22]([Cl:23])=[CH:21][CH:20]=1. Given the reactants [Cl:1][C:2]1[C:22]([Cl:23])=[CH:21][CH:20]=[C:19]([N+:24]([O-])=O)[C:3]=1[NH:4][C:5]1[S:9][C:8]2[CH:10]=[CH:11][CH:12]=[CH:13][C:7]=2[C:6]=1[C:14]([O:16][CH2:17][CH3:18])=[O:15].[H][H], predict the reaction product. (2) Given the reactants [CH3:1][Mg]Br.[Br:4][C:5]1[CH:14]=[CH:13][CH:12]=[C:11]2[C:6]=1[N:7]=[C:8]([NH:17][C:18]([CH3:21])([CH3:20])[CH3:19])[C:9]([CH:15]=[O:16])=[N:10]2.O, predict the reaction product. The product is: [Br:4][C:5]1[CH:14]=[CH:13][CH:12]=[C:11]2[C:6]=1[N:7]=[C:8]([NH:17][C:18]([CH3:21])([CH3:20])[CH3:19])[C:9]([CH:15]([OH:16])[CH3:1])=[N:10]2. (3) Given the reactants F[C:2]1[C:7]2[N:8](CC3C=CC4NC5C=CC=CC=5CCC=4C=3)[C:9]([CH2:11][CH2:12]C)=[N:10][C:6]=2[C:5]([CH3:30])=[CH:4][CH:3]=1.FC1C2NC(CCC)=[N:37]C=2C(C)=CC=1, predict the reaction product. The product is: [CH2:11]([C:9]1[NH:8][C:7]2=[N:37][C:3]([CH3:2])=[CH:4][C:5]([CH3:30])=[C:6]2[N:10]=1)[CH3:12]. (4) Given the reactants O=[C:2]1[CH2:6][S:5][CH2:4][CH:3]1[C:7]([O:9]C)=O.Cl.[F:12][C:13]1[S:17][C:16]([C:18](=[NH:20])[NH2:19])=[CH:15][CH:14]=1.CCN(C(C)C)C(C)C.C(OCC)(=O)C, predict the reaction product. The product is: [F:12][C:13]1[S:17][C:16]([C:18]2[N:19]=[C:7]([OH:9])[C:3]3[CH2:4][S:5][CH2:6][C:2]=3[N:20]=2)=[CH:15][CH:14]=1. (5) The product is: [Br:1][C:2]1[CH:24]=[CH:23][C:22]([F:25])=[CH:21][C:3]=1[O:4][CH:5]1[CH2:10][CH2:9][N:8]([C:11]2[S:12][C:13]3[C:18](=[O:27])[NH:17][C:16]([S:19][CH2:38][C:39]([O:41][CH2:42][CH3:43])=[O:40])=[N:15][C:14]=3[N:20]=2)[CH2:7][CH2:6]1. Given the reactants [Br:1][C:2]1[CH:24]=[CH:23][C:22]([F:25])=[CH:21][C:3]=1[O:4][CH:5]1[CH2:10][CH2:9][N:8]([C:11]2[S:12][C:13]3[CH:18]=[N:17][C:16]([SH:19])=[N:15][C:14]=3[N:20]=2)[CH2:7][CH2:6]1.C(=O)([O-])[O-:27].[K+].[K+].CN(C=O)C.Br[CH2:38][C:39]([O:41][CH2:42][CH3:43])=[O:40], predict the reaction product. (6) Given the reactants [CH3:1][C:2]1[CH:7]=[C:6]([N:8]2[CH2:12][CH2:11][CH:10]([CH2:13][N:14]3[CH2:18][CH2:17][CH2:16][CH:15]3[CH3:19])[CH2:9]2)[CH:5]=[CH:4][C:3]=1[NH2:20].[CH3:21][O:22][C:23]1[CH:34]=[CH:33][C:26]2[CH:27]=[C:28]([C:30](O)=[O:31])[O:29][C:25]=2[CH:24]=1, predict the reaction product. The product is: [CH3:1][C:2]1[CH:7]=[C:6]([N:8]2[CH2:12][CH2:11][CH:10]([CH2:13][N:14]3[CH2:18][CH2:17][CH2:16][CH:15]3[CH3:19])[CH2:9]2)[CH:5]=[CH:4][C:3]=1[NH:20][C:30]([C:28]1[O:29][C:25]2[CH:24]=[C:23]([O:22][CH3:21])[CH:34]=[CH:33][C:26]=2[CH:27]=1)=[O:31]. (7) Given the reactants [CH3:1][O:2][C:3](=[O:39])[C:4]1[CH:9]=[CH:8][C:7]([CH2:10][CH:11]([C:27]2[CH:32]=[CH:31][C:30]([CH:33]=[CH:34][C:35]([CH3:38])([CH3:37])[CH3:36])=[CH:29][CH:28]=2)[C:12](N2[C@H](CC3C=CC=CC=3)COC2=O)=[O:13])=[CH:6][CH:5]=1.[OH:40]O.[Li+].[OH-], predict the reaction product. The product is: [CH3:1][O:2][C:3](=[O:39])[C:4]1[CH:9]=[CH:8][C:7]([CH2:10][C@@H:11]([C:12]([OH:13])=[O:40])[C:27]2[CH:32]=[CH:31][C:30]([CH:33]=[CH:34][C:35]([CH3:38])([CH3:37])[CH3:36])=[CH:29][CH:28]=2)=[CH:6][CH:5]=1.